This data is from Forward reaction prediction with 1.9M reactions from USPTO patents (1976-2016). The task is: Predict the product of the given reaction. (1) The product is: [NH2:9][C:3]1[N:4]=[CH:5][N:6]=[C:7]([NH:10][CH2:11][CH:12]2[CH2:13][CH2:14][N:15]([C:18](=[O:20])[CH:47]=[CH2:48])[CH2:16][CH2:17]2)[C:2]=1[C:35]1[CH:36]=[CH:37][C:32]([CH2:25][C:26]2[CH:31]=[CH:30][CH:29]=[CH:28][CH:27]=2)=[CH:33][CH:34]=1. Given the reactants Cl[C:2]1[C:3]([NH2:9])=[N:4][CH:5]=[N:6][C:7]=1Cl.[NH2:10][CH2:11][CH:12]1[CH2:17][CH2:16][N:15]([C:18]([O:20]C(C)(C)C)=O)[CH2:14][CH2:13]1.[CH2:25]([C:32]1[CH:37]=[CH:36][C:35](B2OC(C)(C)C(C)(C)O2)=[CH:34][CH:33]=1)[C:26]1[CH:31]=[CH:30][CH:29]=[CH:28][CH:27]=1.[C:47](Cl)(=O)[CH:48]=C, predict the reaction product. (2) Given the reactants C([N:4]1[C@@H:9]([C:10]([O:12][CH3:13])=[O:11])[C@H:8]([C:14]2[CH:19]=[CH:18][C:17]([Cl:20])=[C:16]([Cl:21])[CH:15]=2)[C:7]2[CH:22]=[C:23]([N:25]3[CH2:30][CH2:29][O:28][CH2:27][CH2:26]3)[S:24][C:6]=2[C:5]1=[O:31])C=C, predict the reaction product. The product is: [Cl:21][C:16]1[CH:15]=[C:14]([C@H:8]2[C@H:9]([C:10]([O:12][CH3:13])=[O:11])[NH:4][C:5](=[O:31])[C:6]3[S:24][C:23]([N:25]4[CH2:30][CH2:29][O:28][CH2:27][CH2:26]4)=[CH:22][C:7]2=3)[CH:19]=[CH:18][C:17]=1[Cl:20]. (3) Given the reactants Cl[C:2]1[C:11]([CH:12]=[O:13])=[CH:10][C:9]2[C:4](=[C:5]([CH3:15])[C:6]([F:14])=[CH:7][CH:8]=2)[N:3]=1.[N:16]1[CH:21]=[CH:20][CH:19]=[C:18](B(O)O)[CH:17]=1.C([O-])([O-])=O.[Na+].[Na+], predict the reaction product. The product is: [F:14][C:6]1[C:5]([CH3:15])=[C:4]2[C:9]([CH:10]=[C:11]([CH:12]=[O:13])[C:2]([C:18]3[CH:17]=[N:16][CH:21]=[CH:20][CH:19]=3)=[N:3]2)=[CH:8][CH:7]=1. (4) Given the reactants [H-].[Na+].[C:3]([NH:6][CH:7]([C:13]([O:15][CH2:16][CH3:17])=[O:14])[C:8]([O:10][CH2:11][CH3:12])=[O:9])(=[O:5])[CH3:4].Cl[CH2:19][C:20]([C:22]1[CH:27]=[CH:26][C:25]([S:28][C:29]2[CH:34]=[CH:33][CH:32]=[CH:31][CH:30]=2)=[CH:24][CH:23]=1)=[O:21], predict the reaction product. The product is: [C:3]([NH:6][C:7]([CH2:19][C:20](=[O:21])[C:22]1[CH:27]=[CH:26][C:25]([S:28][C:29]2[CH:30]=[CH:31][CH:32]=[CH:33][CH:34]=2)=[CH:24][CH:23]=1)([C:13]([O:15][CH2:16][CH3:17])=[O:14])[C:8]([O:10][CH2:11][CH3:12])=[O:9])(=[O:5])[CH3:4]. (5) Given the reactants [OH-].[Na+].[C:3]([C:5]1[CH:10]=[CH:9][C:8]([CH:11]2[C:20]3[C:19](=[O:21])[CH2:18][CH2:17][CH2:16][C:15]=3[N:14]([C:22]3[CH:27]=[CH:26][CH:25]=[C:24]([C:28]([F:31])([F:30])[F:29])[CH:23]=3)[C:13](=[O:32])[N:12]2[CH2:33][C:34]([O:36]C)=[O:35])=[CH:7][CH:6]=1)#[N:4].O, predict the reaction product. The product is: [C:3]([C:5]1[CH:6]=[CH:7][C:8]([CH:11]2[C:20]3[C:19](=[O:21])[CH2:18][CH2:17][CH2:16][C:15]=3[N:14]([C:22]3[CH:27]=[CH:26][CH:25]=[C:24]([C:28]([F:30])([F:31])[F:29])[CH:23]=3)[C:13](=[O:32])[N:12]2[CH2:33][C:34]([OH:36])=[O:35])=[CH:9][CH:10]=1)#[N:4]. (6) Given the reactants [Br:1][C:2]1[CH:3]=[C:4]2[C:9](=[CH:10][CH:11]=1)[N:8]=[C:7](Cl)[C:6]([CH2:13][C:14]1[CH:19]=[CH:18][C:17]([F:20])=[CH:16][CH:15]=1)=[C:5]2[Cl:21].[CH3:22][O-:23].[Na+].CO, predict the reaction product. The product is: [Br:1][C:2]1[CH:3]=[C:4]2[C:9](=[CH:10][CH:11]=1)[N:8]=[C:7]([O:23][CH3:22])[C:6]([CH2:13][C:14]1[CH:19]=[CH:18][C:17]([F:20])=[CH:16][CH:15]=1)=[C:5]2[Cl:21]. (7) Given the reactants [C:1]([C:4]1[C:5](Cl)=[N:6][C:7]([Cl:11])=[N:8][C:9]=1[Cl:10])([OH:3])=[O:2].CSC1N=C(NCC2C=CC(OC)=C(Cl)C=2)C(C(OCC)=O)=CN=1.C(N(CC)CC)C.[CH:44]1[CH:49]=[CH:48][C:47]([CH2:50][SH:51])=[CH:46][CH:45]=1, predict the reaction product. The product is: [CH2:50]([S:51][C:5]1[C:4]([C:1]([OH:3])=[O:2])=[C:9]([Cl:10])[N:8]=[C:7]([Cl:11])[N:6]=1)[C:47]1[CH:48]=[CH:49][CH:44]=[CH:45][CH:46]=1.